Predict which catalyst facilitates the given reaction. From a dataset of Catalyst prediction with 721,799 reactions and 888 catalyst types from USPTO. (1) Reactant: [CH:1]1([CH2:4][N:5]2[C:9]3[CH:10]=[CH:11][C:12]([C:14]([N:16]4[CH2:20][CH2:19][CH2:18][CH2:17]4)=O)=[CH:13][C:8]=3[N:7]=[C:6]2[CH2:21][C:22]2[CH:27]=[CH:26][C:25]([O:28][CH2:29][CH3:30])=[CH:24][CH:23]=2)[CH2:3][CH2:2]1.P12(SP3(SP(SP(S3)(S1)=S)(=S)S2)=S)=[S:32]. Product: [CH:1]1([CH2:4][N:5]2[C:9]3[CH:10]=[CH:11][C:12]([C:14]([N:16]4[CH2:20][CH2:19][CH2:18][CH2:17]4)=[S:32])=[CH:13][C:8]=3[N:7]=[C:6]2[CH2:21][C:22]2[CH:27]=[CH:26][C:25]([O:28][CH2:29][CH3:30])=[CH:24][CH:23]=2)[CH2:3][CH2:2]1. The catalyst class is: 17. (2) Reactant: [NH2:1][C:2]1[C:7]([C:8]#[N:9])=[C:6]([O:10][CH2:11][CH3:12])[N:5]=[C:4]([C:13]([OH:15])=O)[CH:3]=1.Cl.C(N=C=NCCCN(C)C)C.O.ON1C2C=CC=CC=2N=N1.C(N(C(C)C)CC)(C)C.Cl.Cl.[N:50]1[CH:55]=[CH:54][CH:53]=[CH:52][C:51]=1[C:56]1[S:60][C:59]([S:61]([N:64]2[CH2:69][CH2:68][CH:67]([CH2:70][NH2:71])[CH2:66][CH2:65]2)(=[O:63])=[O:62])=[CH:58][CH:57]=1. The catalyst class is: 9. Product: [NH2:1][C:2]1[C:7]([C:8]#[N:9])=[C:6]([O:10][CH2:11][CH3:12])[N:5]=[C:4]([C:13]([NH:71][CH2:70][CH:67]2[CH2:66][CH2:65][N:64]([S:61]([C:59]3[S:60][C:56]([C:51]4[CH:52]=[CH:53][CH:54]=[CH:55][N:50]=4)=[CH:57][CH:58]=3)(=[O:63])=[O:62])[CH2:69][CH2:68]2)=[O:15])[CH:3]=1. (3) Reactant: [NH2:1][CH2:2][CH2:3][O:4][CH2:5][CH2:6][O:7][CH2:8][CH2:9][O:10][CH2:11][CH2:12][O:13][CH2:14][CH2:15][CH2:16][C:17]1[CH:18]=[C:19]([CH:54]=[CH:55][CH:56]=1)[C:20]([NH:22][C:23]1[CH:28]=[CH:27][C:26]([N:29]([CH2:32][CH3:33])[CH2:30][CH3:31])=[CH:25][C:24]=1[C:34]1[CH:35]=[C:36]([CH:51]=[CH:52][N:53]=1)[C:37]([NH:39][CH2:40][C:41]1[CH:46]=[CH:45][CH:44]=[C:43]([C:47]([F:50])([F:49])[F:48])[CH:42]=1)=[O:38])=[O:21].C(N(CC)CC)C.Cl[S:65]([C:68]1[CH:76]=[CH:75][C:71]([C:72]([OH:74])=[O:73])=[CH:70][CH:69]=1)(=[O:67])=[O:66]. Product: [CH2:32]([N:29]([CH2:30][CH3:31])[C:26]1[CH:27]=[CH:28][C:23]([NH:22][C:20]([C:19]2[CH:18]=[C:17]([CH2:16][CH2:15][CH2:14][O:13][CH2:12][CH2:11][O:10][CH2:9][CH2:8][O:7][CH2:6][CH2:5][O:4][CH2:3][CH2:2][NH:1][S:65]([C:68]3[CH:69]=[CH:70][C:71]([C:72]([OH:74])=[O:73])=[CH:75][CH:76]=3)(=[O:67])=[O:66])[CH:56]=[CH:55][CH:54]=2)=[O:21])=[C:24]([C:34]2[CH:35]=[C:36]([C:37](=[O:38])[NH:39][CH2:40][C:41]3[CH:46]=[CH:45][CH:44]=[C:43]([C:47]([F:48])([F:49])[F:50])[CH:42]=3)[CH:51]=[CH:52][N:53]=2)[CH:25]=1)[CH3:33]. The catalyst class is: 4. (4) Reactant: Cl.[CH:2]1([C:5]2[CH:6]=[C:7]([CH3:17])[C:8]([N:11]3[CH2:16][CH2:15][NH:14][CH2:13][CH2:12]3)=[N:9][CH:10]=2)[CH2:4][CH2:3]1.C(OCC)(=O)C.[OH-].[Na+].[Cl-].[Na+]. Product: [CH:2]1([C:5]2[CH:6]=[C:7]([CH3:17])[C:8]([N:11]3[CH2:12][CH2:13][NH:14][CH2:15][CH2:16]3)=[N:9][CH:10]=2)[CH2:4][CH2:3]1. The catalyst class is: 6. (5) Reactant: [C:1]1([C:7]2[O:11][N:10]=[C:9]([C:12]([O:14]CC)=[O:13])[C:8]=2[C:17]([F:20])([F:19])[F:18])[CH:6]=[CH:5][CH:4]=[CH:3][CH:2]=1.O.[OH-].[Li+]. Product: [C:1]1([C:7]2[O:11][N:10]=[C:9]([C:12]([OH:14])=[O:13])[C:8]=2[C:17]([F:19])([F:20])[F:18])[CH:2]=[CH:3][CH:4]=[CH:5][CH:6]=1. The catalyst class is: 24. (6) Reactant: C([O:8][C:9]1[CH:18]=[C:17]2[C:12]([C:13](Cl)=[N:14][CH:15]=[N:16]2)=[CH:11][C:10]=1[O:20][CH3:21])C1C=CC=CC=1.[CH3:22][C:23]1[CH:29]=[CH:28][C:27]([N+:30]([O-:32])=[O:31])=[CH:26][C:24]=1[NH2:25]. Product: [CH3:21][O:20][C:10]1[CH:11]=[C:12]2[C:17](=[CH:18][C:9]=1[OH:8])[N:16]=[CH:15][N:14]=[C:13]2[NH:25][C:24]1[CH:26]=[C:27]([N+:30]([O-:32])=[O:31])[CH:28]=[CH:29][C:23]=1[CH3:22]. The catalyst class is: 14. (7) Reactant: [Cl:1][C:2]1[CH:3]=[N:4][N:5]([CH3:16])[C:6]=1[C:7]1[CH:8]=[C:9]([C:13]([OH:15])=O)[S:10][C:11]=1[CH3:12].[NH2:17][C@@H:18]([CH2:31][C:32]1[CH:37]=[CH:36][CH:35]=[C:34]([C:38]([F:41])([F:40])[F:39])[CH:33]=1)[CH2:19][N:20]1[C:28](=[O:29])[C:27]2[C:22](=[CH:23][CH:24]=[CH:25][CH:26]=2)[C:21]1=[O:30].CC(OC(N[C@H](C(O)=O)CC1C=CC=CC=1C(F)(F)F)=O)(C)C.C1CN([P+](Br)(N2CCCC2)N2CCCC2)CC1.F[P-](F)(F)(F)(F)F.CCN(C(C)C)C(C)C. The catalyst class is: 22. Product: [Cl:1][C:2]1[CH:3]=[N:4][N:5]([CH3:16])[C:6]=1[C:7]1[CH:8]=[C:9]([C:13]([NH:17][C@@H:18]([CH2:31][C:32]2[CH:37]=[CH:36][CH:35]=[C:34]([C:38]([F:41])([F:39])[F:40])[CH:33]=2)[CH2:19][N:20]2[C:21](=[O:30])[C:22]3[C:27](=[CH:26][CH:25]=[CH:24][CH:23]=3)[C:28]2=[O:29])=[O:15])[S:10][C:11]=1[CH3:12].